From a dataset of Catalyst prediction with 721,799 reactions and 888 catalyst types from USPTO. Predict which catalyst facilitates the given reaction. (1) Reactant: [NH2:1][CH:2]([CH2:8][CH:9]([CH2:13][C:14]1[CH:23]=[CH:22][C:21]2[C:16](=[C:17]([O:24][CH2:25][CH2:26][O:27][CH3:28])[CH:18]=[CH:19][CH:20]=2)[CH:15]=1)[CH:10]([CH3:12])[CH3:11])[C:3]([O:5][CH2:6][CH3:7])=[O:4].C(N(C(C)C)C(C)C)C.[C:38](O[C:38]([O:40][C:41]([CH3:44])([CH3:43])[CH3:42])=[O:39])([O:40][C:41]([CH3:44])([CH3:43])[CH3:42])=[O:39]. Product: [C:41]([O:40][C:38]([NH:1][CH:2]([CH2:8][CH:9]([CH2:13][C:14]1[CH:23]=[CH:22][C:21]2[C:16](=[C:17]([O:24][CH2:25][CH2:26][O:27][CH3:28])[CH:18]=[CH:19][CH:20]=2)[CH:15]=1)[CH:10]([CH3:12])[CH3:11])[C:3]([O:5][CH2:6][CH3:7])=[O:4])=[O:39])([CH3:44])([CH3:43])[CH3:42]. The catalyst class is: 4. (2) Reactant: [F:1][C:2]1[CH:10]=[C:9]2[C:5]([CH2:6][C:7](=[O:18])[N:8]2[C:11]([O:13][C:14]([CH3:17])([CH3:16])[CH3:15])=[O:12])=[CH:4][CH:3]=1.C([O-])([O-])=O.[K+].[K+].Br[CH2:26][CH2:27]Br. Product: [F:1][C:2]1[CH:10]=[C:9]2[C:5]([C:6]3([CH2:27][CH2:26]3)[C:7](=[O:18])[N:8]2[C:11]([O:13][C:14]([CH3:15])([CH3:17])[CH3:16])=[O:12])=[CH:4][CH:3]=1. The catalyst class is: 16. (3) Reactant: F[C:2]1[C:7]([F:8])=[C:6]([N:9]2[CH2:14][CH2:13][O:12][CH2:11][CH2:10]2)[C:5]([F:15])=[C:4]([F:16])[N:3]=1.[OH:17][CH2:18][CH2:19][N:20]1[CH2:25][CH2:24][O:23][CH2:22][CH2:21]1.[H-].[Na+]. Product: [F:16][C:4]1[C:5]([F:15])=[C:6]([N:9]2[CH2:14][CH2:13][O:12][CH2:11][CH2:10]2)[C:7]([F:8])=[C:2]([O:17][CH2:18][CH2:19][N:20]2[CH2:25][CH2:24][O:23][CH2:22][CH2:21]2)[N:3]=1. The catalyst class is: 7.